This data is from Forward reaction prediction with 1.9M reactions from USPTO patents (1976-2016). The task is: Predict the product of the given reaction. Given the reactants [Br-:1].O[C@@H]1C2CC[N+](CC(=O)NC3C=CON=3)(CC2)C1.[Br-].[OH:21][C@@H:22]1[CH:27]2[CH2:28][CH2:29][N+:24]([CH2:30][C:31](=[O:39])[NH:32][C:33]3[CH:38]=[N:37][CH:36]=[CH:35][N:34]=3)([CH2:25][CH2:26]2)[CH2:23]1.[CH:40]1([C:46]([OH:56])([C:50]2[CH:55]=[CH:54][CH:53]=[CH:52][CH:51]=2)[C:47](O)=[O:48])[CH2:45][CH2:44][CH2:43][CH2:42][CH2:41]1, predict the reaction product. The product is: [Br-:1].[CH:50]1([C:46]([OH:56])([C:40]2[CH:41]=[CH:42][CH:43]=[CH:44][CH:45]=2)[C:47]([O:21][C@@H:22]2[CH:27]3[CH2:28][CH2:29][N+:24]([CH2:30][C:31](=[O:39])[NH:32][C:33]4[CH:38]=[N:37][CH:36]=[CH:35][N:34]=4)([CH2:25][CH2:26]3)[CH2:23]2)=[O:48])[CH2:55][CH2:54][CH2:53][CH2:52][CH2:51]1.